This data is from Full USPTO retrosynthesis dataset with 1.9M reactions from patents (1976-2016). The task is: Predict the reactants needed to synthesize the given product. (1) Given the product [C:1]([O:5][C:6]([N:8]([CH2:25][CH2:26][C:27]1[CH:32]=[CH:31][C:30]([O:33][C:34]([F:35])([F:36])[F:37])=[CH:29][CH:28]=1)[C:9]1[N:14]=[C:13]([O:15][CH3:16])[N:12]=[C:11]([N:50]2[CH2:51][C@@H:47]([C:42]3[CH:43]=[CH:44][CH:45]=[CH:46][C:41]=3[O:40][CH3:39])[C@H:48]([C:52]([OH:54])=[O:53])[CH2:49]2)[CH:10]=1)=[O:7])([CH3:3])([CH3:2])[CH3:4], predict the reactants needed to synthesize it. The reactants are: [C:1]([O:5][C:6]([N:8]([CH2:25][CH2:26][C:27]1[CH:32]=[CH:31][C:30]([O:33][C:34]([F:37])([F:36])[F:35])=[CH:29][CH:28]=1)[C:9]1[N:14]=[C:13]([O:15][CH3:16])[N:12]=[C:11](OS(C(F)(F)F)(=O)=O)[CH:10]=1)=[O:7])([CH3:4])([CH3:3])[CH3:2].Cl.[CH3:39][O:40][C:41]1[CH:46]=[CH:45][CH:44]=[CH:43][C:42]=1[C@@H:47]1[CH2:51][NH:50][CH2:49][C@H:48]1[C:52]([OH:54])=[O:53].C(N(C(C)C)C(C)C)C. (2) Given the product [NH2:1][C:2]1[CH:3]=[CH:4][C:5]([C:6]([O:8][CH2:9][CH3:10])=[O:7])=[CH:11][C:12]=1[Br:13], predict the reactants needed to synthesize it. The reactants are: [NH2:1][C:2]1[CH:12]=[CH:11][C:5]([C:6]([O:8][CH2:9][CH3:10])=[O:7])=[CH:4][CH:3]=1.[Br:13]N1C(=O)CCC1=O. (3) Given the product [F:1][C:2]1[CH:26]=[C:25]([CH:24]=[CH:23][C:3]=1[O:4][C:5]1[CH:10]=[CH:9][C:8]([C:11]2[CH:16]=[CH:15][CH:14]=[CH:13][CH:12]=2)=[CH:7][C:6]=1[C:17]1[N:21]([CH3:22])[N:20]=[CH:19][CH:18]=1)[NH2:27], predict the reactants needed to synthesize it. The reactants are: [F:1][C:2]1[CH:26]=[C:25]([N+:27]([O-])=O)[CH:24]=[CH:23][C:3]=1[O:4][C:5]1[CH:10]=[CH:9][C:8]([C:11]2[CH:16]=[CH:15][CH:14]=[CH:13][CH:12]=2)=[CH:7][C:6]=1[C:17]1[N:21]([CH3:22])[N:20]=[CH:19][CH:18]=1.[Cl-].[Cl-].[Ca+2]. (4) Given the product [Cl:25][C:26]1[CH:27]=[C:28]([CH2:33][C@H:34]([CH3:38])[C:35]([NH:1][CH:2]2[C:8](=[O:9])[N:7]([CH3:10])[C:6]3[CH:11]=[CH:12][CH:13]=[CH:14][C:5]=3[C:4]([N:15]3[CH2:16][CH2:17][CH:18]([C:21]([F:24])([F:23])[F:22])[CH2:19][CH2:20]3)=[N:3]2)=[O:36])[CH:29]=[CH:30][C:31]=1[Cl:32], predict the reactants needed to synthesize it. The reactants are: [NH2:1][CH:2]1[C:8](=[O:9])[N:7]([CH3:10])[C:6]2[CH:11]=[CH:12][CH:13]=[CH:14][C:5]=2[C:4]([N:15]2[CH2:20][CH2:19][CH:18]([C:21]([F:24])([F:23])[F:22])[CH2:17][CH2:16]2)=[N:3]1.[Cl:25][C:26]1[CH:27]=[C:28]([CH2:33][CH:34]([CH3:38])[C:35](O)=[O:36])[CH:29]=[CH:30][C:31]=1[Cl:32]. (5) Given the product [C:12]([O:11][C:10]([NH:9][C:5]1[CH:4]=[C:3]([C:1]#[C:2][C:18]2[CH:27]=[C:26]([N+:28]([O-:30])=[O:29])[CH:25]=[CH:24][C:19]=2[C:20]([O:22][CH3:23])=[O:21])[CH:8]=[CH:7][CH:6]=1)=[O:16])([CH3:13])([CH3:15])[CH3:14], predict the reactants needed to synthesize it. The reactants are: [C:1]([C:3]1[CH:4]=[C:5]([NH:9][C:10](=[O:16])[O:11][C:12]([CH3:15])([CH3:14])[CH3:13])[CH:6]=[CH:7][CH:8]=1)#[CH:2].I[C:18]1[CH:27]=[C:26]([N+:28]([O-:30])=[O:29])[CH:25]=[CH:24][C:19]=1[C:20]([O:22][CH3:23])=[O:21]. (6) Given the product [CH3:24][N:25]([CH3:26])[CH2:23][C@@H:21]([OH:22])[CH2:20][O:19][CH2:1][CH2:2][CH2:3][CH2:4][CH2:5][CH2:6][CH2:7][CH2:8]/[CH:9]=[CH:10]\[CH2:11]/[CH:12]=[CH:13]\[CH2:14][CH2:15][CH2:16][CH2:17][CH3:18], predict the reactants needed to synthesize it. The reactants are: [CH2:1]([O:19][CH2:20][C@H:21]1[CH2:23][O:22]1)[CH2:2][CH2:3][CH2:4][CH2:5][CH2:6][CH2:7][CH2:8]/[CH:9]=[CH:10]\[CH2:11]/[CH:12]=[CH:13]\[CH2:14][CH2:15][CH2:16][CH2:17][CH3:18].[CH3:24][NH:25][CH3:26].